This data is from Full USPTO retrosynthesis dataset with 1.9M reactions from patents (1976-2016). The task is: Predict the reactants needed to synthesize the given product. (1) Given the product [CH3:1][C:2]1[C:3]([CH2:12][N:13]2[CH2:18][CH2:17][CH2:16][CH2:15][CH:14]2[C:19]2[CH:20]=[C:21]([CH2:22][OH:23])[CH:26]=[CH:27][CH:28]=2)=[C:4]2[C:8](=[C:9]([CH3:11])[CH:10]=1)[NH:7][CH:6]=[CH:5]2, predict the reactants needed to synthesize it. The reactants are: [CH3:1][C:2]1[C:3]([CH2:12][N:13]2[CH2:18][CH2:17][CH2:16][CH2:15][CH:14]2[C:19]2[CH:20]=[C:21]([CH:26]=[CH:27][CH:28]=2)[C:22](OC)=[O:23])=[C:4]2[C:8](=[C:9]([CH3:11])[CH:10]=1)[NH:7][CH:6]=[CH:5]2.[BH4-].[Na+]. (2) Given the product [O:1]1[CH2:5][CH2:4][O:3][CH:2]1[C:6]1[C:7]([O:14][CH2:15][C:16]2[C:17]([C:22]3[N:24]([CH:27]([CH3:26])[CH3:30])[N:25]=[CH:37][N:40]=3)=[N:18][CH:19]=[CH:20][CH:21]=2)=[CH:8][N:9]=[C:10]([O:12][CH3:13])[CH:11]=1, predict the reactants needed to synthesize it. The reactants are: [O:1]1[CH2:5][CH2:4][O:3][CH:2]1[C:6]1[CH:11]=[C:10]([O:12][CH3:13])[N:9]=[CH:8][C:7]=1[O:14][CH2:15][C:16]1[C:17]([C:22]([NH:24][NH2:25])=O)=[N:18][CH:19]=[CH:20][CH:21]=1.[CH3:26][C:27](O)=O.[CH:30](OC)(OC)OC.[CH:37]([NH2:40])(C)C. (3) Given the product [NH:8]1[CH2:13][CH:12]=[CH:11][CH2:10][CH:9]1[C:14]1[CH:15]=[CH:16][C:17]([NH:20][CH:21]=[C:22]2[C:31]3[C:26](=[CH:27][CH:28]=[C:29]([C:32]4[CH:36]=[CH:35][S:34][CH:33]=4)[CH:30]=3)[C:25](=[O:37])[NH:24][C:23]2=[O:38])=[CH:18][CH:19]=1, predict the reactants needed to synthesize it. The reactants are: C(OC([N:8]1[CH2:13][CH:12]=[CH:11][CH2:10][CH:9]1[C:14]1[CH:19]=[CH:18][C:17]([NH:20][CH:21]=[C:22]2[C:31]3[C:26](=[CH:27][CH:28]=[C:29]([C:32]4[CH:36]=[CH:35][S:34][CH:33]=4)[CH:30]=3)[C:25](=[O:37])[NH:24][C:23]2=[O:38])=[CH:16][CH:15]=1)=O)(C)(C)C.OP(O)(O)=O.CC#N.[OH-].[Na+]. (4) Given the product [ClH:1].[Cl:1][C:2]1[CH:14]=[N:13][C:5]2[NH:6][C:7]3[CH2:12][CH2:11][N:10]([CH2:17][CH2:16][N:18]([CH2:22][CH3:23])[CH2:19][CH3:20])[CH2:9][C:8]=3[C:4]=2[CH:3]=1, predict the reactants needed to synthesize it. The reactants are: [Cl:1][C:2]1[CH:14]=[N:13][C:5]2[NH:6][C:7]3[CH2:12][CH2:11][NH:10][CH2:9][C:8]=3[C:4]=2[CH:3]=1.Cl.[CH2:16]([N:18]([CH2:22][CH3:23])[CH2:19][CH2:20]Cl)[CH3:17].C([O-])([O-])=O.[K+].[K+].[Na+].[I-].Cl.CCOCC. (5) Given the product [C:1]12([C:11]3[CH:21]=[CH:20][C:14]([O:15][CH2:16][C:17]([NH:27][CH2:26][CH2:25][N:24]([CH3:28])[CH3:23])=[O:18])=[C:13]([CH3:22])[CH:12]=3)[CH2:10][CH:5]3[CH2:4][CH:3]([CH2:9][CH:7]([CH2:6]3)[CH2:8]1)[CH2:2]2, predict the reactants needed to synthesize it. The reactants are: [C:1]12([C:11]3[CH:21]=[CH:20][C:14]([O:15][CH2:16][C:17](O)=[O:18])=[C:13]([CH3:22])[CH:12]=3)[CH2:10][CH:5]3[CH2:6][CH:7]([CH2:9][CH:3]([CH2:4]3)[CH2:2]1)[CH2:8]2.[CH3:23][N:24]([CH3:28])[CH2:25][CH2:26][NH2:27]. (6) Given the product [CH:1]([N:4]([CH2:18][C:19]1[CH:35]=[CH:34][CH:33]=[CH:32][C:20]=1[O:21][CH2:22][CH2:23][CH2:24][CH2:25][CH2:26][C:27]([OH:29])=[O:28])[C:5](=[O:17])[C:6]1[CH:7]=[CH:8][C:9]([O:12][C:13]([F:15])([F:16])[F:14])=[CH:10][CH:11]=1)([CH3:3])[CH3:2], predict the reactants needed to synthesize it. The reactants are: [CH:1]([N:4]([CH2:18][C:19]1[CH:35]=[CH:34][CH:33]=[CH:32][C:20]=1[O:21][CH2:22][CH2:23][CH2:24][CH2:25][CH2:26][C:27]([O:29]CC)=[O:28])[C:5](=[O:17])[C:6]1[CH:11]=[CH:10][C:9]([O:12][C:13]([F:16])([F:15])[F:14])=[CH:8][CH:7]=1)([CH3:3])[CH3:2].CCO.O.[OH-].[Li+].Cl. (7) Given the product [F:1][C:2]1[CH:7]=[CH:6][CH:5]=[C:4]([N+:8]([O-:10])=[O:9])[C:3]=1[N:12]1[CH2:21][CH2:20][CH:15]([C:16]([O:18][CH3:19])=[O:17])[CH2:14][CH2:13]1, predict the reactants needed to synthesize it. The reactants are: [F:1][C:2]1[C:3](F)=[C:4]([N+:8]([O-:10])=[O:9])[CH:5]=[CH:6][CH:7]=1.[NH:12]1[CH2:21][CH2:20][CH:15]([C:16]([O:18][CH3:19])=[O:17])[CH2:14][CH2:13]1.C(N(C(C)C)CC)(C)C. (8) Given the product [N:1]1([NH:10][C:11]([C:13]2[C:14]([CH3:26])=[N:15][C:16]([C:19]3[CH:24]=[CH:23][CH:22]=[C:21]([F:25])[CH:20]=3)=[N:17][CH:18]=2)=[O:12])[C:9]2[C:4](=[CH:5][CH:6]=[CH:7][CH:8]=2)[CH:3]=[CH:2]1, predict the reactants needed to synthesize it. The reactants are: [N:1]1([NH:10][C:11]([C:13]2[C:14]([CH3:26])=[N:15][C:16]([C:19]3[CH:24]=[CH:23][CH:22]=[C:21]([F:25])[CH:20]=3)=[N:17][CH:18]=2)=[O:12])[C:9]2[C:4](=[CH:5][CH:6]=[CH:7][CH:8]=2)[CH2:3][CH2:2]1. (9) Given the product [F:20][C:14]1[CH:15]=[CH:16][CH:17]=[C:18]([F:19])[C:13]=1[O:12][CH2:11][CH2:10][CH:8]1[O:7][N:6]=[C:5]([C:3]2[N:39]=[C:38]([CH:35]3[CH2:36][CH2:37][N:32]([C:30](=[O:31])[CH2:29][N:28]4[C:24]([CH3:23])=[CH:25][C:26]([C:41]([F:44])([F:43])[F:42])=[N:27]4)[CH2:33][CH2:34]3)[S:40][CH:2]=2)[CH2:9]1, predict the reactants needed to synthesize it. The reactants are: Cl[CH2:2][C:3]([C:5]1[CH2:9][CH:8]([CH2:10][CH2:11][O:12][C:13]2[C:18]([F:19])=[CH:17][CH:16]=[CH:15][C:14]=2[F:20])[O:7][N:6]=1)=O.[Br-].[Na+].[CH3:23][C:24]1[N:28]([CH2:29][C:30]([N:32]2[CH2:37][CH2:36][CH:35]([C:38](=[S:40])[NH2:39])[CH2:34][CH2:33]2)=[O:31])[N:27]=[C:26]([C:41]([F:44])([F:43])[F:42])[CH:25]=1. (10) Given the product [Cl:40][C:19]1[C:18]2[C:23](=[CH:24][CH:25]=[C:16]([C:52]([OH:53])([C:51]3[N:47]([CH3:46])[CH:48]=[N:49][CH:50]=3)[C:54]3[CH:59]=[CH:58][N:57]=[C:56]([C:60]([F:62])([F:61])[F:63])[CH:55]=3)[CH:17]=2)[N:22]=[C:21]([O:26][CH3:27])[C:20]=1[CH2:28][N:29]1[CH2:34][CH2:33][C:32]([C:36]([F:39])([F:38])[F:37])([OH:35])[CH2:31][CH2:30]1, predict the reactants needed to synthesize it. The reactants are: C[Li].CCOCC.C(=O)=O.CC(C)=O.Br[C:16]1[CH:17]=[C:18]2[C:23](=[CH:24][CH:25]=1)[N:22]=[C:21]([O:26][CH3:27])[C:20]([CH2:28][N:29]1[CH2:34][CH2:33][C:32]([C:36]([F:39])([F:38])[F:37])([OH:35])[CH2:31][CH2:30]1)=[C:19]2[Cl:40].C([Li])CCC.[CH3:46][N:47]1[C:51]([C:52]([C:54]2[CH:59]=[CH:58][N:57]=[C:56]([C:60]([F:63])([F:62])[F:61])[CH:55]=2)=[O:53])=[CH:50][N:49]=[CH:48]1.